From a dataset of Peptide-MHC class II binding affinity with 134,281 pairs from IEDB. Regression. Given a peptide amino acid sequence and an MHC pseudo amino acid sequence, predict their binding affinity value. This is MHC class II binding data. (1) The peptide sequence is KESGDAASGADGTYD. The MHC is DRB1_0101 with pseudo-sequence DRB1_0101. The binding affinity (normalized) is 0.0446. (2) The peptide sequence is GELQIVDKIDAAFKG. The MHC is DRB5_0101 with pseudo-sequence DRB5_0101. The binding affinity (normalized) is 0.673.